This data is from Catalyst prediction with 721,799 reactions and 888 catalyst types from USPTO. The task is: Predict which catalyst facilitates the given reaction. (1) Reactant: C[O:2][C:3]([C:5]1[N:6]=[N:7][N:8]([C:10]2[CH:15]=[CH:14][CH:13]=[CH:12][C:11]=2[O:16][C:17]2[CH:22]=[CH:21][C:20]([CH3:23])=[CH:19][C:18]=2[OH:24])[CH:9]=1)=[O:4].[OH-].[Li+].Cl. Product: [OH:24][C:18]1[CH:19]=[C:20]([CH3:23])[CH:21]=[CH:22][C:17]=1[O:16][C:11]1[CH:12]=[CH:13][CH:14]=[CH:15][C:10]=1[N:8]1[CH:9]=[C:5]([C:3]([OH:4])=[O:2])[N:6]=[N:7]1. The catalyst class is: 24. (2) Reactant: [CH2:1]([S:8]([NH:11][C:12]1[C:13](=[O:23])[N:14]([CH2:19][C:20]([OH:22])=O)[C:15]([CH3:18])=[CH:16][CH:17]=1)(=[O:10])=[O:9])[C:2]1[CH:7]=[CH:6][CH:5]=[CH:4][CH:3]=1.Cl.Cl.[N:26]1[NH:27][CH:28]=[C:29]2[C:34]=1[CH2:33][CH2:32][CH:31]([NH2:35])[CH2:30]2.C1C=CC2N(O)N=NC=2C=1.CN1CCOCC1.C(Cl)CCl. Product: [CH2:1]([S:8]([NH:11][C:12]1[C:13](=[O:23])[N:14]([CH2:19][C:20]([NH:35][CH:31]2[CH2:32][CH2:33][C:34]3[C:29](=[CH:28][NH:27][N:26]=3)[CH2:30]2)=[O:22])[C:15]([CH3:18])=[CH:16][CH:17]=1)(=[O:9])=[O:10])[C:2]1[CH:3]=[CH:4][CH:5]=[CH:6][CH:7]=1. The catalyst class is: 3. (3) Reactant: [CH3:1][C:2]1[CH:3]=[C:4]([CH:9]=[CH:10][C:11]=1[CH2:12]OS(C)(=O)=O)[C:5]([O:7][CH3:8])=[O:6].C([O-])([O-])=O.[K+].[K+].[CH2:24]([N:26]1[CH2:31][CH2:30][NH:29][CH2:28][CH2:27]1)[CH3:25]. Product: [CH2:24]([N:26]1[CH2:31][CH2:30][N:29]([CH2:12][C:11]2[CH:10]=[CH:9][C:4]([C:5]([O:7][CH3:8])=[O:6])=[CH:3][C:2]=2[CH3:1])[CH2:28][CH2:27]1)[CH3:25]. The catalyst class is: 14. (4) Reactant: [CH3:1][O:2][CH2:3][CH2:4][NH2:5].[CH2:6](N(CC)CC)[CH3:7].F[C:14]1[C:15]([C:20]([O-:22])=[O:21])=[N:16][CH:17]=[CH:18][CH:19]=1. Product: [CH3:1][O:2][CH2:3][CH2:4][NH:5][C:14]1[C:15]([C:20]([O:22][CH2:6][CH3:7])=[O:21])=[N:16][CH:17]=[CH:18][CH:19]=1. The catalyst class is: 10. (5) Reactant: C[O:2][C:3](=[O:26])[CH:4]([NH:12][C:13]([C:15]1[S:16][CH:17]=[C:18]([C:20]2[CH:25]=[CH:24][CH:23]=[CH:22][CH:21]=2)[N:19]=1)=[O:14])[CH2:5][C:6]1[CH:11]=[CH:10][CH:9]=[CH:8][CH:7]=1.[OH-].[K+]. Product: [C:6]1([CH2:5][CH:4]([NH:12][C:13]([C:15]2[S:16][CH:17]=[C:18]([C:20]3[CH:25]=[CH:24][CH:23]=[CH:22][CH:21]=3)[N:19]=2)=[O:14])[C:3]([OH:26])=[O:2])[CH:11]=[CH:10][CH:9]=[CH:8][CH:7]=1. The catalyst class is: 8. (6) Reactant: [C:1]([C:3]1[CH:4]=[C:5]([CH:20]=[CH:21][CH:22]=1)[C:6]([NH:8][NH:9][C:10]1[CH:19]=[CH:18][C:13]([C:14]([O:16][CH3:17])=[O:15])=[CH:12][CH:11]=1)=[O:7])#[N:2].[C:23](N1C=CN=C1)(N1C=CN=C1)=[O:24].C(OCC)(=O)C.ClCCl. Product: [C:1]([C:3]1[CH:4]=[C:5]([C:6]2[O:7][C:23](=[O:24])[N:9]([C:10]3[CH:19]=[CH:18][C:13]([C:14]([O:16][CH3:17])=[O:15])=[CH:12][CH:11]=3)[N:8]=2)[CH:20]=[CH:21][CH:22]=1)#[N:2]. The catalyst class is: 68. (7) Reactant: [CH3:1][C:2]1[N:6]([CH2:7][C:8]([N:10]2[CH2:15][CH2:14][CH:13]([C:16](=[S:18])[NH2:17])[CH2:12][CH2:11]2)=[O:9])[N:5]=[C:4]([C:19]([F:22])([F:21])[F:20])[CH:3]=1.Cl[CH2:24][C:25]([CH2:27]Cl)=O.C(=O)([O-])[O-:30].[Na+].[Na+]. Product: [CH:24]([C:25]1[N:17]=[C:16]([CH:13]2[CH2:14][CH2:15][N:10]([C:8](=[O:9])[CH2:7][N:6]3[C:2]([CH3:1])=[CH:3][C:4]([C:19]([F:22])([F:20])[F:21])=[N:5]3)[CH2:11][CH2:12]2)[S:18][CH:27]=1)=[O:30]. The catalyst class is: 252.